This data is from Catalyst prediction with 721,799 reactions and 888 catalyst types from USPTO. The task is: Predict which catalyst facilitates the given reaction. (1) Reactant: [O:1]1[CH:5]=[CH:4][CH:3]=[C:2]1[C:6]1[C:11](I)=[CH:10][N:9]=[C:8]([NH2:13])[N:7]=1.[C:14](#[N:17])[CH:15]=[CH2:16].C(=O)([O-])[O-].[Cs+].[Cs+]. Product: [NH2:13][C:8]1[N:7]=[C:6]([C:2]2[O:1][CH:5]=[CH:4][CH:3]=2)[C:11](/[CH:16]=[CH:15]/[C:14]#[N:17])=[CH:10][N:9]=1. The catalyst class is: 184. (2) Reactant: C([N:8]1[C:12]2=[N:13][C:14]([F:17])=[CH:15][CH:16]=[C:11]2[C:10]([CH2:18][Br:19])=[N:9]1)(OC(C)(C)C)=O. Product: [Br:19][CH2:18][C:10]1[C:11]2[C:12](=[N:13][C:14]([F:17])=[CH:15][CH:16]=2)[NH:8][N:9]=1. The catalyst class is: 67.